This data is from Catalyst prediction with 721,799 reactions and 888 catalyst types from USPTO. The task is: Predict which catalyst facilitates the given reaction. Reactant: [NH2:1][C:2]1[C:3]2[N:10]([CH2:11][C:12]3[CH:17]=[CH:16][CH:15]=[CH:14][CH:13]=3)[CH:9]=[C:8]([C:18]([NH:20][C:21]3[C:26]([Cl:27])=[C:25]([O:28][CH3:29])[C:24](Br)=[C:23]([O:31][CH3:32])[C:22]=3[Cl:33])=[O:19])[C:4]=2[N:5]=[CH:6][N:7]=1.[Li]CCCC.CCCCCC.O. Product: [NH2:1][C:2]1[C:3]2[N:10]([CH2:11][C:12]3[CH:13]=[CH:14][CH:15]=[CH:16][CH:17]=3)[CH:9]=[C:8]([C:18]([NH:20][C:21]3[C:26]([Cl:27])=[C:25]([O:28][CH3:29])[CH:24]=[C:23]([O:31][CH3:32])[C:22]=3[Cl:33])=[O:19])[C:4]=2[N:5]=[CH:6][N:7]=1. The catalyst class is: 1.